From a dataset of Forward reaction prediction with 1.9M reactions from USPTO patents (1976-2016). Predict the product of the given reaction. (1) The product is: [NH:34]1[C:38]2[CH:39]=[CH:40][CH:41]=[C-:42][C:37]=2[N:36]=[N:35]1.[K+:33]. Given the reactants CCC(OC(COC(C=C)=O)(COC(C=C)=O)CC)(COC(C=C)=O)COC(C=C)=O.[OH-].[K+:33].[NH:34]1[C:38]2[CH:39]=[CH:40][CH:41]=[CH:42][C:37]=2[N:36]=[N:35]1, predict the reaction product. (2) Given the reactants [CH3:1][O:2][C:3]1[CH:8]=[CH:7][C:6]([C:9](=O)[CH2:10][C:11](=O)[C:12]([O:14][CH2:15][CH3:16])=[O:13])=[CH:5][CH:4]=1.[CH3:19][CH:20]([N:22]1[C:26]([NH2:27])=[CH:25][CH:24]=[N:23]1)[CH3:21], predict the reaction product. The product is: [CH3:19][CH:20]([N:22]1[C:26]2[N:27]=[C:9]([C:6]3[CH:7]=[CH:8][C:3]([O:2][CH3:1])=[CH:4][CH:5]=3)[CH:10]=[C:11]([C:12]([O:14][CH2:15][CH3:16])=[O:13])[C:25]=2[CH:24]=[N:23]1)[CH3:21]. (3) Given the reactants [NH2:1][C:2]1[C:3]([O:16][CH3:17])=[CH:4][C:5]2[CH2:11][N:10]([CH2:12][CH3:13])[CH2:9][C:8](=[O:14])[NH:7][C:6]=2[CH:15]=1.Cl[C:19]1[N:24]=[C:23]([NH:25][C@@H:26]2[CH2:31][CH2:30][CH2:29][CH2:28][C@H:27]2[NH:32][S:33]([CH3:36])(=[O:35])=[O:34])[C:22]([Cl:37])=[CH:21][N:20]=1.[NH4+].[OH-], predict the reaction product. The product is: [Cl:37][C:22]1[C:23]([NH:25][C@@H:26]2[CH2:31][CH2:30][CH2:29][CH2:28][C@H:27]2[NH:32][S:33]([CH3:36])(=[O:35])=[O:34])=[N:24][C:19]([NH:1][C:2]2[C:3]([O:16][CH3:17])=[CH:4][C:5]3[CH2:11][N:10]([CH2:12][CH3:13])[CH2:9][C:8](=[O:14])[NH:7][C:6]=3[CH:15]=2)=[N:20][CH:21]=1. (4) Given the reactants [C:1]([O:5][C:6]([N:8]1[CH2:13][CH2:12][NH:11][CH2:10][CH2:9]1)=[O:7])([CH3:4])([CH3:3])[CH3:2].C([O-])([O-])=O.[Na+].[Na+].Br[CH2:21][C:22]#[CH:23], predict the reaction product. The product is: [C:1]([O:5][C:6]([N:8]1[CH2:13][CH2:12][N:11]([CH2:23][C:22]#[CH:21])[CH2:10][CH2:9]1)=[O:7])([CH3:4])([CH3:2])[CH3:3]. (5) Given the reactants [C:1]([CH2:3][CH:4]([CH:25]1[CH2:30][CH2:29][N:28](C(OC(C)(C)C)=O)[CH2:27][CH2:26]1)[N:5]1[CH:9]=[C:8]([C:10]2[N:15]3[CH:16]=[CH:17][N:18]=[C:14]3[CH:13]=[C:12]([C:19]3[CH:20]=[N:21][N:22]([CH3:24])[CH:23]=3)[N:11]=2)[CH:7]=[N:6]1)#[N:2].C(Cl)[Cl:39].Cl.O1CCOCC1, predict the reaction product. The product is: [ClH:39].[CH3:24][N:22]1[CH:23]=[C:19]([C:12]2[N:11]=[C:10]([C:8]3[CH:7]=[N:6][N:5]([CH:4]([CH:25]4[CH2:30][CH2:29][NH:28][CH2:27][CH2:26]4)[CH2:3][C:1]#[N:2])[CH:9]=3)[N:15]3[CH:16]=[CH:17][N:18]=[C:14]3[CH:13]=2)[CH:20]=[N:21]1.[CH3:24][N:22]1[CH:23]=[C:19]([C:12]2[N:11]=[C:10]([C:8]3[CH:7]=[N:6][N:5]([CH:4]([CH:25]4[CH2:30][CH2:29][NH:28][CH2:27][CH2:26]4)[CH2:3][C:1]#[N:2])[CH:9]=3)[N:15]3[CH:16]=[CH:17][N:18]=[C:14]3[CH:13]=2)[CH:20]=[N:21]1. (6) Given the reactants Cl.Cl.[NH2:3][CH2:4][CH:5]1[CH2:8][N:7]([C:9]2[C:19]([C:20]#[N:21])=[CH:18][C:12]([C:13]([O:15][CH2:16][CH3:17])=[O:14])=[C:11]([CH3:22])[N:10]=2)[CH2:6]1.[C:23]1([CH2:29][C:30](Cl)=[O:31])[CH:28]=[CH:27][CH:26]=[CH:25][CH:24]=1.CCN(C(C)C)C(C)C.CO, predict the reaction product. The product is: [C:20]([C:19]1[C:9]([N:7]2[CH2:8][CH:5]([CH2:4][NH:3][C:30](=[O:31])[CH2:29][C:23]3[CH:28]=[CH:27][CH:26]=[CH:25][CH:24]=3)[CH2:6]2)=[N:10][C:11]([CH3:22])=[C:12]([CH:18]=1)[C:13]([O:15][CH2:16][CH3:17])=[O:14])#[N:21].